From a dataset of Full USPTO retrosynthesis dataset with 1.9M reactions from patents (1976-2016). Predict the reactants needed to synthesize the given product. (1) Given the product [Cl:1][C:2]1[C:3]([N:9]([CH2:24][C:25]2[CH:30]=[CH:29][C:28]([CH3:31])=[C:27]([C:32]([F:33])([F:35])[F:34])[CH:26]=2)[S:10]([C:13]2[CH:14]=[CH:15][C:16]([C:17]([O:19][CH3:20])=[O:18])=[CH:21][CH:22]=2)(=[O:12])=[O:11])=[N:4][CH:5]=[C:6]([Cl:8])[CH:7]=1, predict the reactants needed to synthesize it. The reactants are: [Cl:1][C:2]1[C:3]([NH:9][S:10]([C:13]2[CH:22]=[CH:21][C:16]([C:17]([O:19][CH3:20])=[O:18])=[CH:15][CH:14]=2)(=[O:12])=[O:11])=[N:4][CH:5]=[C:6]([Cl:8])[CH:7]=1.Br[CH2:24][C:25]1[CH:30]=[CH:29][C:28]([CH3:31])=[C:27]([C:32]([F:35])([F:34])[F:33])[CH:26]=1. (2) Given the product [C:17]([C:14]1[CH:15]=[C:16]2[C:11](=[CH:12][C:13]=1[O:19][CH2:20][CH2:21][O:22][CH3:23])[N:10]=[CH:9][CH:8]=[C:7]2[O:6][C:5]1[CH:4]=[CH:3][C:2]([NH:1][C:33]([NH:32][C:26]2[CH:31]=[CH:30][CH:29]=[CH:28][CH:27]=2)=[O:34])=[CH:25][CH:24]=1)#[N:18], predict the reactants needed to synthesize it. The reactants are: [NH2:1][C:2]1[CH:25]=[CH:24][C:5]([O:6][C:7]2[C:16]3[C:11](=[CH:12][C:13]([O:19][CH2:20][CH2:21][O:22][CH3:23])=[C:14]([C:17]#[N:18])[CH:15]=3)[N:10]=[CH:9][CH:8]=2)=[CH:4][CH:3]=1.[C:26]1([N:32]=[C:33]=[O:34])[CH:31]=[CH:30][CH:29]=[CH:28][CH:27]=1. (3) Given the product [CH3:1][O:2][C:3]([C:5]1[S:6][C:7]([CH2:10][CH:11]([C:15]2[CH:16]=[CH:17][C:18]([C:21]([CH3:24])([CH3:23])[CH3:22])=[CH:19][CH:20]=2)[C:12](=[O:13])[NH:45][C:44]2[CH:46]=[CH:47][C:41]([I:40])=[CH:42][CH:43]=2)=[CH:8][CH:9]=1)=[O:4], predict the reactants needed to synthesize it. The reactants are: [CH3:1][O:2][C:3]([C:5]1[S:6][C:7]([CH2:10][CH:11]([C:15]2[CH:20]=[CH:19][C:18]([C:21]([CH3:24])([CH3:23])[CH3:22])=[CH:17][CH:16]=2)[C:12](O)=[O:13])=[CH:8][CH:9]=1)=[O:4].C1(N=C=NC2CCCCC2)CCCCC1.[I:40][C:41]1[CH:47]=[CH:46][C:44]([NH2:45])=[CH:43][CH:42]=1. (4) Given the product [CH3:11][C:12]1([CH3:33])[O:17][C:16](=[O:18])[CH:15]([C:19]2([C:2]3[CH:7]=[CH:6][C:5]([O:8][CH3:9])=[C:4]([F:10])[CH:3]=3)[CH2:24][CH2:23][N:22]([C:25]([O:27][C:28]([CH3:31])([CH3:30])[CH3:29])=[O:26])[CH2:21][CH2:20]2)[C:14](=[O:32])[O:13]1, predict the reactants needed to synthesize it. The reactants are: Br[C:2]1[CH:7]=[CH:6][C:5]([O:8][CH3:9])=[C:4]([F:10])[CH:3]=1.[CH3:11][C:12]1([CH3:33])[O:17][C:16](=[O:18])[C:15](=[C:19]2[CH2:24][CH2:23][N:22]([C:25]([O:27][C:28]([CH3:31])([CH3:30])[CH3:29])=[O:26])[CH2:21][CH2:20]2)[C:14](=[O:32])[O:13]1.